From a dataset of Full USPTO retrosynthesis dataset with 1.9M reactions from patents (1976-2016). Predict the reactants needed to synthesize the given product. (1) Given the product [C:4]([OH:33])(=[O:3])[C:5]1[CH:10]=[CH:9][CH:8]=[CH:7][CH:6]=1, predict the reactants needed to synthesize it. The reactants are: C([O:3][C:4](=[O:33])[C:5]1[CH:10]=[CH:9][C:8](C(=O)CN2C(=O)C(C3C=CC=CC=3)(C3C=CC=CC=3)N=C2C)=[CH:7][CH:6]=1)C.[Li+].[OH-]. (2) Given the product [Br:15][C:13]1[CH:14]=[C:9]([NH:7][C:4]2[CH:3]=[C:2]([CH3:1])[O:6][N:5]=2)[C:10](=[O:17])[N:11]([CH3:16])[CH:12]=1, predict the reactants needed to synthesize it. The reactants are: [CH3:1][C:2]1[O:6][N:5]=[C:4]([NH2:7])[CH:3]=1.Br[C:9]1[C:10](=[O:17])[N:11]([CH3:16])[CH:12]=[C:13]([Br:15])[CH:14]=1.CC1(C)C2C(=C(P(C3C=CC=CC=3)C3C=CC=CC=3)C=CC=2)OC2C(P(C3C=CC=CC=3)C3C=CC=CC=3)=CC=CC1=2.C([O-])([O-])=O.[Cs+].[Cs+].